From a dataset of Forward reaction prediction with 1.9M reactions from USPTO patents (1976-2016). Predict the product of the given reaction. (1) Given the reactants [Br:1][C:2]1[CH:3]=[N:4][CH:5]=[C:6]2[C:11]=1[N:10]=[C:9]([C:12]([OH:14])=O)[CH:8]=[CH:7]2.C(N(CC)C(C)C)(C)C.F[P-](F)(F)(F)(F)F.N1(OC(N(C)C)=[N+](C)C)C2N=CC=CC=2N=N1.[NH:48]1[CH2:52][CH2:51][CH:50]([OH:53])[CH2:49]1, predict the reaction product. The product is: [Br:1][C:2]1[CH:3]=[N:4][CH:5]=[C:6]2[C:11]=1[N:10]=[C:9]([C:12]([N:48]1[CH2:52][CH2:51][CH:50]([OH:53])[CH2:49]1)=[O:14])[CH:8]=[CH:7]2. (2) Given the reactants [CH3:1][C:2]1([CH3:24])[CH2:7][O:6][C:5]2[CH:8]=[CH:9][CH:10]=[C:11]([CH2:12][N:13]3[CH2:18][CH2:17][C:16]4([CH2:23][CH2:22][NH:21][CH2:20][CH2:19]4)[CH2:15][CH2:14]3)[C:4]=2[O:3]1.C([O:27][C:28](=[O:44])[CH:29]([C:35]1[CH:43]=[N:42][CH:41]=[CH:40][C:36]=1[C:37](O)=[O:38])C(OCC)=O)C.CN(C(ON1N=NC2C=CC=CC1=2)=[N+](C)C)C.F[P-](F)(F)(F)(F)F.C(N(CC)CC)C.O.[OH-].[Li+], predict the reaction product. The product is: [CH3:1][C:2]1([CH3:24])[CH2:7][O:6][C:5]2[CH:8]=[CH:9][CH:10]=[C:11]([CH2:12][N:13]3[CH2:18][CH2:17][C:16]4([CH2:23][CH2:22][N:21]([C:37]([C:36]5[CH:40]=[CH:41][N:42]=[CH:43][C:35]=5[CH2:29][C:28]([OH:44])=[O:27])=[O:38])[CH2:20][CH2:19]4)[CH2:15][CH2:14]3)[C:4]=2[O:3]1. (3) Given the reactants O=[C:2]1[C:11]2[C:6](=[CH:7][CH:8]=[CH:9][CH:10]=2)[C:5]2C(=O)C3C=CC=CC=3[C:4]=2[NH:3]1.[BH4-].[Na+], predict the reaction product. The product is: [CH:2]1[C:11]2[C:6](=[CH:7][CH:8]=[CH:9][CH:10]=2)[CH:5]=[CH:4][N:3]=1. (4) Given the reactants [CH:1]#[C:2][CH:3]([OH:7])[CH2:4][CH2:5][CH3:6].S([O-])([O-])(=O)=S.[Na+].[Na+].I[C:16]1[CH:21]=[CH:20][C:19]([F:22])=[C:18]([F:23])[C:17]=1[F:24], predict the reaction product. The product is: [OH:7][CH:3]([CH2:4][CH2:5][CH3:6])[C:2]#[C:1][C:16]1[CH:21]=[CH:20][C:19]([F:22])=[C:18]([F:23])[C:17]=1[F:24]. (5) Given the reactants Cl.[NH2:2][C@@H:3]1[CH2:5][C@H:4]1[C:6]1[CH:11]=[CH:10][C:9]([NH:12][C:13](=[O:27])[C:14]2[CH:19]=[CH:18][CH:17]=[C:16]([N:20]3[CH2:25][CH2:24][CH2:23][CH2:22][C:21]3=[O:26])[CH:15]=2)=[CH:8][CH:7]=1.[CH:28](=O)[C:29]1[CH:34]=[CH:33][CH:32]=[CH:31][CH:30]=1.C(=O)([O-])O.[Na+].[BH4-].[Na+], predict the reaction product. The product is: [CH2:28]([NH:2][C@@H:3]1[CH2:5][C@H:4]1[C:6]1[CH:11]=[CH:10][C:9]([NH:12][C:13](=[O:27])[C:14]2[CH:19]=[CH:18][CH:17]=[C:16]([N:20]3[CH2:25][CH2:24][CH2:23][CH2:22][C:21]3=[O:26])[CH:15]=2)=[CH:8][CH:7]=1)[C:29]1[CH:34]=[CH:33][CH:32]=[CH:31][CH:30]=1. (6) Given the reactants [NH2:1][C:2]1[C:17]([Br:18])=[CH:16][C:5]2[C:6]([C:12](=[O:15])[NH:13][CH3:14])=[C:7](B(O)O)[O:8][C:4]=2[CH:3]=1.Br[C:20]1[CH:21]=[CH:22][C:23]([F:26])=[N:24][CH:25]=1, predict the reaction product. The product is: [NH2:1][C:2]1[C:17]([Br:18])=[CH:16][C:5]2[C:6]([C:12]([NH:13][CH3:14])=[O:15])=[C:7]([C:20]3[CH:25]=[N:24][C:23]([F:26])=[CH:22][CH:21]=3)[O:8][C:4]=2[CH:3]=1. (7) Given the reactants [CH3:1][N:2]1[CH2:7][CH2:6][N:5]([C:8]2[CH:13]=[CH:12][C:11]([C:14]3[CH:19]=[CH:18][N:17]4[CH:20]=[CH:21][N:22]=[C:16]4[CH:15]=3)=[CH:10][CH:9]=2)[CH2:4][CH2:3]1.Cl[C:24]1[CH:29]=[CH:28][N:27]=[C:26]2[CH:30]=[CH:31][S:32][C:25]=12.CC([O-])=O.[K+].CC(N(C)C)=O, predict the reaction product. The product is: [CH3:1][N:2]1[CH2:7][CH2:6][N:5]([C:8]2[CH:9]=[CH:10][C:11]([C:14]3[CH:19]=[CH:18][N:17]4[C:20]([C:24]5[CH:29]=[CH:28][N:27]=[C:26]6[CH:30]=[CH:31][S:32][C:25]=56)=[CH:21][N:22]=[C:16]4[CH:15]=3)=[CH:12][CH:13]=2)[CH2:4][CH2:3]1.